From a dataset of Reaction yield outcomes from USPTO patents with 853,638 reactions. Predict the reaction yield, written as a fraction of the theoretical maximum amount of product (1.0 means a 100% yield; for example, 0.34 means a 34% yield). (1) The reactants are [CH2:1]([C:3]1[C:11]2[C:6](=[N:7][CH:8]=[N:9][C:10]=2[C:12]2[CH:13]=[C:14]([C:19]3([CH2:23][NH:24]C(=O)OC(C)(C)C)[CH2:22][CH2:21][CH2:20]3)[CH:15]=[C:16]([F:18])[CH:17]=2)[N:5](C(C2C=CC=CC=2)(C2C=CC=CC=2)C2C=CC=CC=2)[N:4]=1)[CH3:2].C([SiH](CC)CC)C.C(O)(C(F)(F)F)=O. The catalyst is C(Cl)Cl. The product is [CH2:1]([C:3]1[C:11]2[C:6](=[N:7][CH:8]=[N:9][C:10]=2[C:12]2[CH:13]=[C:14]([C:19]3([CH2:23][NH2:24])[CH2:20][CH2:21][CH2:22]3)[CH:15]=[C:16]([F:18])[CH:17]=2)[NH:5][N:4]=1)[CH3:2]. The yield is 0.530. (2) The catalyst is C1C=CC(/C=C/C(/C=C/C2C=CC=CC=2)=O)=CC=1.C1C=CC(/C=C/C(/C=C/C2C=CC=CC=2)=O)=CC=1.[Pd].O. The product is [CH3:65][N:62]1[CH2:63][CH2:64][C:59](=[C:56]2[C:55]3[CH:66]=[CH:67][CH:68]=[CH:69][C:54]=3[O:53][CH2:52][C:51]3[CH:50]=[C:49]([CH2:11][C:10]([O:13][C:14]([CH3:17])([CH3:16])[CH3:15])=[O:12])[S:58][C:57]2=3)[CH2:60][CH2:61]1. The yield is 0.430. The reactants are C[Si](C)(C)N[Si](C)(C)C.[C:10]([O:13][C:14]([CH3:17])([CH3:16])[CH3:15])(=[O:12])[CH3:11].CC(C1C=CC=C(C(C)C)C=1N1C=[N+](C2C(C(C)C)=CC=CC=2C(C)C)CC1)C.[Cl-].Br[C:49]1[S:58][C:57]2[C:56](=[C:59]3[CH2:64][CH2:63][N:62]([CH3:65])[CH2:61][CH2:60]3)[C:55]3[CH:66]=[CH:67][CH:68]=[CH:69][C:54]=3[O:53][CH2:52][C:51]=2[CH:50]=1. (3) The reactants are [NH2:1][CH2:2][C:3]1[CH:26]=[CH:25][CH:24]=[CH:23][C:4]=1[CH2:5][O:6][C:7]1[N:12]=[CH:11][N:10]([CH2:13][C:14]2[CH:19]=[CH:18][CH:17]=[CH:16][CH:15]=2)[C:9](=[O:20])[C:8]=1[CH2:21][CH3:22].C(N1C(=O)C(CC)=C(OCC2C=CC=CC=2CNC(NC2N(C3C=CC(C)=CC=3)N=C(C(C)(C)C)C=2)=O)N=C1)C1C=CC=CC=1.C(N(CC)CC)C.[C:79]([C:83]1[CH:87]=[C:86]([NH:88][C:89](=O)[O:90]C2C=CC([N+]([O-])=O)=CC=2)[N:85]([C:101]2[CH:106]=[CH:105][CH:104]=[C:103]([F:107])[CH:102]=2)[N:84]=1)([CH3:82])([CH3:81])[CH3:80].BrC1C(=O)N(CC2C=CC(OC)=CC=2)C(C)=CC=1OCC1C=CC=CC=1CNC(NC1N(C2C=CC=C(F)C=2)N=C(C(C)(C)C)C=1)=O. The catalyst is C(Cl)Cl. The product is [CH2:13]([N:10]1[C:9](=[O:20])[C:8]([CH2:21][CH3:22])=[C:7]([O:6][CH2:5][C:4]2[CH:23]=[CH:24][CH:25]=[CH:26][C:3]=2[CH2:2][NH:1][C:89]([NH:88][C:86]2[N:85]([C:101]3[CH:106]=[CH:105][CH:104]=[C:103]([F:107])[CH:102]=3)[N:84]=[C:83]([C:79]([CH3:82])([CH3:81])[CH3:80])[CH:87]=2)=[O:90])[N:12]=[CH:11]1)[C:14]1[CH:15]=[CH:16][CH:17]=[CH:18][CH:19]=1. The yield is 0.530. (4) The reactants are [F:1][C:2]([F:11])([F:10])[C:3]1[CH:8]=[CH:7][CH:6]=[CH:5][C:4]=1[OH:9].[CH3:12][S:13](Cl)(=[O:15])=[O:14]. The yield is 0.930. The product is [CH3:12][S:13]([O:9][C:4]1[CH:5]=[CH:6][CH:7]=[CH:8][C:3]=1[C:2]([F:10])([F:11])[F:1])(=[O:15])=[O:14]. The catalyst is C(OCC)(=O)C.